Dataset: Reaction yield outcomes from USPTO patents with 853,638 reactions. Task: Predict the reaction yield, written as a fraction of the theoretical maximum amount of product (1.0 means a 100% yield; for example, 0.34 means a 34% yield). (1) The reactants are Cl[CH2:2][CH:3]([OH:11])[CH2:4][S:5][CH2:6][CH:7]([OH:10])[CH2:8]Cl.[OH-].[Na+]. The catalyst is C1(C)C=CC=CC=1. The product is [O:10]1[CH2:8][CH:7]1[CH2:6][S:5][CH2:4][CH:3]1[O:11][CH2:2]1. The yield is 0.950. (2) The reactants are [Cl:1][C:2]1[CH:3]=[CH:4][C:5](=[O:8])[NH:6][N:7]=1.Cl.[CH3:10][N:11]([CH3:15])[CH2:12][CH2:13]Cl.C(=O)([O-])[O-].[K+].[K+].[I-].[Na+]. The catalyst is CN(C)C=O. The product is [Cl:1][C:2]1[CH:3]=[CH:4][C:5](=[O:8])[N:6]([CH2:13][CH2:12][N:11]([CH3:15])[CH3:10])[N:7]=1. The yield is 0.220.